From a dataset of Reaction yield outcomes from USPTO patents with 853,638 reactions. Predict the reaction yield, written as a fraction of the theoretical maximum amount of product (1.0 means a 100% yield; for example, 0.34 means a 34% yield). (1) The reactants are [C:1]1([C:7]2[O:8][C:9]([CH2:33][CH2:34][CH3:35])=[C:10]([CH2:12][O:13][C:14]3[CH:32]=[CH:31][C:17]([CH2:18][O:19][C:20]4[CH:21]=[C:22]([CH2:26][C:27]([O:29]C)=[O:28])[CH:23]=[CH:24][CH:25]=4)=[CH:16][CH:15]=3)[N:11]=2)[CH:6]=[CH:5][CH:4]=[CH:3][CH:2]=1.O1CCCC1.[OH-].[Na+].Cl. The catalyst is O.C(O)C. The product is [C:1]1([C:7]2[O:8][C:9]([CH2:33][CH2:34][CH3:35])=[C:10]([CH2:12][O:13][C:14]3[CH:32]=[CH:31][C:17]([CH2:18][O:19][C:20]4[CH:21]=[C:22]([CH2:26][C:27]([OH:29])=[O:28])[CH:23]=[CH:24][CH:25]=4)=[CH:16][CH:15]=3)[N:11]=2)[CH:6]=[CH:5][CH:4]=[CH:3][CH:2]=1. The yield is 0.810. (2) The reactants are [OH:1][CH2:2][C:3]1[N:8]=[C:7]([NH:9][C:10](=[O:16])[O:11][C:12]([CH3:15])([CH3:14])[CH3:13])[CH:6]=[CH:5][CH:4]=1.CCN(C(C)C)C(C)C.[CH3:26][S:27](Cl)(=[O:29])=[O:28]. The catalyst is C(#N)C. The product is [CH3:26][S:27]([O:1][CH2:2][C:3]1[CH:4]=[CH:5][CH:6]=[C:7]([NH:9][C:10]([O:11][C:12]([CH3:13])([CH3:15])[CH3:14])=[O:16])[N:8]=1)(=[O:29])=[O:28]. The yield is 1.00. (3) The reactants are [NH2:1][C:2]1[CH:3]=[N:4][CH:5]=[CH:6][C:7]=1[C:8]([OH:10])=[O:9].S(=O)(=O)(O)O.[NH4+].[OH-].[CH2:18](O)[CH3:19]. No catalyst specified. The product is [NH2:1][C:2]1[CH:3]=[N:4][CH:5]=[CH:6][C:7]=1[C:8]([O:10][CH2:18][CH3:19])=[O:9]. The yield is 0.870. (4) The reactants are COC([C@H]1N2C(=O)C(N)=C(CC3C4C(=CC=CC=4)C=CC=3)C(C3CC3)=C2SC1)=O.[CH3:30][O:31][C:32]([C@H:34]1[N:38]2[C:39](=[O:63])[C:40]([N+:60]([O-])=O)=[C:41]([CH2:49][C:50]3[C:59]4[C:54](=[CH:55][CH:56]=[CH:57][CH:58]=4)[CH:53]=[CH:52][CH:51]=3)[C:42]([C:43]3[CH:48]=[CH:47][CH:46]=[CH:45][CH:44]=3)=[C:37]2[S:36][CH2:35]1)=[O:33]. The catalyst is C(O)(=O)C.[Zn]. The product is [CH3:30][O:31][C:32]([C@H:34]1[N:38]2[C:39](=[O:63])[C:40]([NH2:60])=[C:41]([CH2:49][C:50]3[C:59]4[C:54](=[CH:55][CH:56]=[CH:57][CH:58]=4)[CH:53]=[CH:52][CH:51]=3)[C:42]([C:43]3[CH:44]=[CH:45][CH:46]=[CH:47][CH:48]=3)=[C:37]2[S:36][CH2:35]1)=[O:33]. The yield is 0.810. (5) The reactants are C1S[C@H](CO)O[C@@H]1N1C(=O)N=[C:11](N)[CH:10]=[CH:9]1.[CH2:25]1[CH2:30][CH2:29][CH:28](N=C=N[CH:25]2[CH2:30][CH2:29][CH2:28][CH2:27][CH2:26]2)[CH2:27][CH2:26]1.[CH:31]1[CH:32]=[CH:33][C:34]2N(O)N=N[C:35]=2[CH:36]=1.C(Cl)Cl.C[N:45]([CH:47]=[O:48])C. The catalyst is CN(C1C=CN=CC=1)C. The product is [C:47]([NH2:45])(=[O:48])[CH2:29][CH2:30][CH:25]=[CH:26][CH2:27][CH:28]=[CH:36][CH2:35][CH:34]=[CH:33][CH2:32][CH:31]=[CH:26][CH2:27][CH:28]=[CH:29][CH2:30][CH:25]=[CH:9][CH2:10][CH3:11]. The yield is 0.240. (6) The reactants are [N:1]1[CH:6]=[CH:5][CH:4]=[CH:3][C:2]=1[CH2:7][CH2:8][OH:9].[N+:10]([C:13]1[CH:20]=[CH:19][CH:18]=[C:17]([N+]([O-])=O)[C:14]=1[C:15]#[N:16])([O-:12])=[O:11]. No catalyst specified. The product is [N+:10]([C:13]1[CH:20]=[CH:19][CH:18]=[C:17]([O:9][CH2:8][CH2:7][C:2]2[CH:3]=[CH:4][CH:5]=[CH:6][N:1]=2)[C:14]=1[C:15]#[N:16])([O-:12])=[O:11]. The yield is 0.820. (7) The product is [CH3:1][O:2][C:3]([C:4]1([C:11]#[N:12])[C:5]2([CH2:6][CH2:7][CH2:8][CH2:9][CH2:10]2)[CH2:17]1)=[O:13]. The reactants are [CH3:1][O:2][C:3](=[O:13])[C:4]([C:11]#[N:12])=[C:5]1[CH2:10][CH2:9][CH2:8][CH2:7][CH2:6]1.[N+]([CH3:17])([O-])=O.C1CCN2C(=NCCC2)CC1. The catalyst is C(#N)C.CCOCC. The yield is 0.860. (8) The reactants are N1([C:6](N2C=CN=C2)=[O:7])C=CN=C1.[CH2:13]([OH:18])[CH2:14][CH2:15][CH2:16][CH3:17].[CH3:19][S:20]([C:23]1[CH:28]=[CH:27][C:26]([N:29]2[C:33]3=[N:34][CH:35]=[N:36][C:37]([O:38][CH:39]4[CH2:44][CH2:43][NH:42][CH2:41][CH2:40]4)=[C:32]3[CH:31]=[N:30]2)=[CH:25][CH:24]=1)(=[O:22])=[O:21].C(N(CC)CC)C. The catalyst is CS(C)=O. The product is [CH2:13]([O:18][C:6]([N:42]1[CH2:43][CH2:44][CH:39]([O:38][C:37]2[N:36]=[CH:35][N:34]=[C:33]3[N:29]([C:26]4[CH:27]=[CH:28][C:23]([S:20]([CH3:19])(=[O:21])=[O:22])=[CH:24][CH:25]=4)[N:30]=[CH:31][C:32]=23)[CH2:40][CH2:41]1)=[O:7])[CH2:14][CH2:15][CH2:16][CH3:17]. The yield is 0.320. (9) The reactants are [S:1]1[C:5]2[CH:6]=[C:7]([N:10]3[CH2:14][CH2:13][NH:12][C:11]3=[O:15])[CH:8]=[CH:9][C:4]=2[N:3]=[CH:2]1.Br[C:17]1[CH:18]=[N:19][CH:20]=[CH:21][C:22]=1[C:23]([OH:26])([CH3:25])[CH3:24].N[C@@H]1CCCC[C@H]1N.P([O-])([O-])([O-])=O.[K+].[K+].[K+]. The catalyst is [Cu](I)I.O1CCOCC1. The product is [S:1]1[C:5]2[CH:6]=[C:7]([N:10]3[CH2:14][CH2:13][N:12]([C:17]4[CH:18]=[N:19][CH:20]=[CH:21][C:22]=4[C:23]([OH:26])([CH3:25])[CH3:24])[C:11]3=[O:15])[CH:8]=[CH:9][C:4]=2[N:3]=[CH:2]1. The yield is 0.190.